Dataset: Catalyst prediction with 721,799 reactions and 888 catalyst types from USPTO. Task: Predict which catalyst facilitates the given reaction. (1) Reactant: [Si:1]([O:8][C@H:9]1[C@H:14]([CH3:15])[C@@H:13]([CH3:16])[O:12][C@@H:11]([C:17]2[CH:22]=[CH:21][N:20]=[CH:19][C:18]=2[N+:23]([O-])=O)[CH2:10]1)([C:4]([CH3:7])([CH3:6])[CH3:5])([CH3:3])[CH3:2]. Product: [Si:1]([O:8][C@H:9]1[C@H:14]([CH3:15])[C@@H:13]([CH3:16])[O:12][C@@H:11]([C:17]2[CH:22]=[CH:21][N:20]=[CH:19][C:18]=2[NH2:23])[CH2:10]1)([C:4]([CH3:6])([CH3:7])[CH3:5])([CH3:2])[CH3:3]. The catalyst class is: 50. (2) Reactant: [CH3:1][S:2]([OH:4])=[O:3].Br[C:6]1[CH:7]=[CH:8]C=[CH:10][CH:11]=1.CC1(C)C(C)(C)OB([C:20]2[CH:25]=[CH:24][C:23]([N+:26]([O-:28])=[O:27])=[CH:22][C:21]=2[CH3:29])O1.[C:31](=O)([O-])[O-].[Cs+].[Cs+]. Product: [CH3:31][O:3][S:2]([C:1]1[CH:10]=[C:11]([C:20]2[CH:25]=[CH:24][C:23]([N+:26]([O-:28])=[O:27])=[CH:22][C:21]=2[CH3:29])[CH:6]=[CH:7][CH:8]=1)=[O:4]. The catalyst class is: 151. (3) Reactant: [OH:1][C:2]1[CH:3]=[CH:4][CH:5]=[C:6]2[C:11]=1[N+:10]([O-])=[CH:9][CH:8]=[CH:7]2.[C:13]([O:16]C(=O)C)(=[O:15])[CH3:14].C(O)(=O)C. Product: [C:13]([O:16][C:9]1[CH:8]=[CH:7][C:6]2[C:11](=[C:2]([OH:1])[CH:3]=[CH:4][CH:5]=2)[N:10]=1)(=[O:15])[CH3:14]. The catalyst class is: 11.